The task is: Binary Classification. Given a T-cell receptor sequence (or CDR3 region) and an epitope sequence, predict whether binding occurs between them.. This data is from TCR-epitope binding with 47,182 pairs between 192 epitopes and 23,139 TCRs. (1) The epitope is KLPDDFTGCV. The TCR CDR3 sequence is CASSYSISRWQETQYF. Result: 0 (the TCR does not bind to the epitope). (2) The epitope is SEPVLKGVKL. The TCR CDR3 sequence is CASSFEAEETQYF. Result: 1 (the TCR binds to the epitope). (3) The epitope is QECVRGTTVL. The TCR CDR3 sequence is CASSSGTYNEQFF. Result: 1 (the TCR binds to the epitope). (4) The epitope is LPPAYTNSF. The TCR CDR3 sequence is CASSLFQPQHF. Result: 0 (the TCR does not bind to the epitope). (5) The epitope is AYILFTRFFYV. The TCR CDR3 sequence is CASSQDLPGLAGGNEQYF. Result: 1 (the TCR binds to the epitope). (6) The epitope is GTSGSPIINR. The TCR CDR3 sequence is CASSQGPTEAFF. Result: 0 (the TCR does not bind to the epitope). (7) The epitope is HPKVSSEVHI. The TCR CDR3 sequence is CASTTGLGQPQHF. Result: 0 (the TCR does not bind to the epitope).